Task: Regression. Given a peptide amino acid sequence and an MHC pseudo amino acid sequence, predict their binding affinity value. This is MHC class I binding data.. Dataset: Peptide-MHC class I binding affinity with 185,985 pairs from IEDB/IMGT (1) The peptide sequence is FMPQNGQFI. The MHC is H-2-Db with pseudo-sequence H-2-Db. The binding affinity (normalized) is 0.797. (2) The peptide sequence is LISFFGLFDI. The MHC is HLA-A02:03 with pseudo-sequence HLA-A02:03. The binding affinity (normalized) is 0.567. (3) The peptide sequence is KEKGGLEGM. The MHC is HLA-B53:01 with pseudo-sequence HLA-B53:01. The binding affinity (normalized) is 0.128. (4) The MHC is HLA-A30:01 with pseudo-sequence HLA-A30:01. The binding affinity (normalized) is 0.213. The peptide sequence is LYSFALMLI. (5) The peptide sequence is LDDNEALIEKL. The MHC is Mamu-B8701 with pseudo-sequence Mamu-B8701. The binding affinity (normalized) is 0.519.